From a dataset of Forward reaction prediction with 1.9M reactions from USPTO patents (1976-2016). Predict the product of the given reaction. (1) Given the reactants [CH3:1][C:2]([CH3:24])([Si:4]([CH3:23])([CH3:22])[O:5][CH2:6][CH2:7][CH2:8][S:9](=[O:21])[CH2:10][CH2:11][CH2:12][O:13][Si:14]([CH3:20])([CH3:19])[C:15]([CH3:18])([CH3:17])[CH3:16])[CH3:3].FC(F)(F)C([NH2:29])=O.[O-2].[Mg+2].C(OI(C1C=CC=CC=1)OC(=O)C)(=O)C.C(=O)([O-])[O-].[K+].[K+], predict the reaction product. The product is: [NH:29]=[S:9](=[O:21])([CH2:10][CH2:11][CH2:12][O:13][Si:14]([CH3:20])([CH3:19])[C:15]([CH3:16])([CH3:17])[CH3:18])[CH2:8][CH2:7][CH2:6][O:5][Si:4]([CH3:23])([CH3:22])[C:2]([CH3:24])([CH3:1])[CH3:3]. (2) Given the reactants CCN(C(C)C)C(C)C.[N+:10]([C:13]1[CH:18]=[CH:17][CH:16]=[CH:15][C:14]=1[C:19]1[O:23][N:22]=[C:21]([C:24]([OH:26])=O)[CH:20]=1)([O-:12])=[O:11].[N+](C1C=CC=CC=1C(=O)C)([O-])=O.C1C=CC2N(O)N=NC=2C=1.CCN=C=NCCCN(C)C.Cl.[NH2:61][CH2:62][C:63]([N:65]1[CH2:70][CH2:69][N:68]([C:71](=[O:82])[C:72]2[CH:77]=[CH:76][CH:75]=[CH:74][C:73]=2[C:78]([F:81])([F:80])[F:79])[CH2:67][CH2:66]1)=[O:64].Cl.CO, predict the reaction product. The product is: [O:64]=[C:63]([N:65]1[CH2:66][CH2:67][N:68]([C:71](=[O:82])[C:72]2[CH:77]=[CH:76][CH:75]=[CH:74][C:73]=2[C:78]([F:81])([F:80])[F:79])[CH2:69][CH2:70]1)[CH2:62][NH:61][C:24]([C:21]1[CH:20]=[C:19]([C:14]2[CH:15]=[CH:16][CH:17]=[CH:18][C:13]=2[N+:10]([O-:12])=[O:11])[O:23][N:22]=1)=[O:26].